From a dataset of Peptide-MHC class I binding affinity with 185,985 pairs from IEDB/IMGT. Regression. Given a peptide amino acid sequence and an MHC pseudo amino acid sequence, predict their binding affinity value. This is MHC class I binding data. (1) The peptide sequence is ALSMGINTV. The MHC is HLA-A11:01 with pseudo-sequence HLA-A11:01. The binding affinity (normalized) is 0.0847. (2) The peptide sequence is GSDGGLDDY. The MHC is HLA-B15:01 with pseudo-sequence HLA-B15:01. The binding affinity (normalized) is 0.0847. (3) The peptide sequence is RLLRFTGLF. The MHC is HLA-A69:01 with pseudo-sequence HLA-A69:01. The binding affinity (normalized) is 0.0847. (4) The binding affinity (normalized) is 0. The peptide sequence is KAFSPEVI. The MHC is HLA-B07:02 with pseudo-sequence HLA-B07:02. (5) The peptide sequence is PENEGPQREPW. The MHC is Mamu-A11 with pseudo-sequence Mamu-A11. The binding affinity (normalized) is 0. (6) The peptide sequence is MMQVWIQPL. The MHC is BoLA-AW10 with pseudo-sequence BoLA-AW10. The binding affinity (normalized) is 0.0641.